From a dataset of Forward reaction prediction with 1.9M reactions from USPTO patents (1976-2016). Predict the product of the given reaction. (1) Given the reactants [CH3:1][O:2][C:3]1[N:4]=[C:5]2[C:10](=[C:11]([O:13][CH3:14])[CH:12]=1)[N:9]=[CH:8][CH:7]=[C:6]2O.P(Br)(Br)[Br:17].O.C(=O)([O-])O.[Na+], predict the reaction product. The product is: [Br:17][C:6]1[CH:7]=[CH:8][N:9]=[C:10]2[C:5]=1[N:4]=[C:3]([O:2][CH3:1])[CH:12]=[C:11]2[O:13][CH3:14]. (2) Given the reactants [C:1](N1C=CN=C1)([N:3]1[CH:7]=[CH:6][N:5]=[CH:4]1)=[O:2].[CH2:13]([N:16]([CH:39]1[CH2:44][CH2:43][CH2:42][CH2:41][CH2:40]1)[C:17]1[N:22]=[C:21]([N:23]([CH2:30][CH:31]=[CH2:32])[CH:24]2[CH2:29][CH2:28][CH2:27][CH2:26][CH2:25]2)[N:20]=[C:19]([N:33]2[CH2:38][CH2:37][NH:36][CH2:35][CH2:34]2)[N:18]=1)[CH:14]=[CH2:15].C1CCN2C(=NCCC2)CC1.C(OCC)(=O)C, predict the reaction product. The product is: [N:3]1([C:1]([N:36]2[CH2:35][CH2:34][N:33]([C:19]3[N:18]=[C:17]([N:16]([CH2:13][CH:14]=[CH2:15])[CH:39]4[CH2:40][CH2:41][CH2:42][CH2:43][CH2:44]4)[N:22]=[C:21]([N:23]([CH2:30][CH:31]=[CH2:32])[CH:24]4[CH2:25][CH2:26][CH2:27][CH2:28][CH2:29]4)[N:20]=3)[CH2:38][CH2:37]2)=[O:2])[CH:7]=[CH:6][N:5]=[CH:4]1.